This data is from Reaction yield outcomes from USPTO patents with 853,638 reactions. The task is: Predict the reaction yield, written as a fraction of the theoretical maximum amount of product (1.0 means a 100% yield; for example, 0.34 means a 34% yield). (1) The reactants are [CH3:1][O:2][C:3](=[O:32])[NH:4][CH:5]([C:9]([N:11]1[CH2:15][CH2:14][CH2:13][CH:12]1[C:16]1[NH:17][C:18]([C:21]2[C:30]3[C:25](=[CH:26][CH:27]=[CH:28][CH:29]=3)[C:24](Br)=[CH:23][CH:22]=2)=[CH:19][N:20]=1)=[O:10])[CH:6]([CH3:8])[CH3:7].[CH3:33][O:34][C:35](=[O:68])[NH:36][CH:37]([C:41]([N:43]1[CH2:47][CH2:46][CH2:45][CH:44]1[C:48]1[NH:49][C:50]([C:53]2[CH:58]=[CH:57][C:56](B3OC(C)(C)C(C)(C)O3)=[CH:55][CH:54]=2)=[CH:51][N:52]=1)=[O:42])[CH:38]([CH3:40])[CH3:39].C([O-])(O)=O.[Na+]. The catalyst is COCCOC.O. The product is [CH3:1][O:2][C:3](=[O:32])[NH:4][CH:5]([C:9]([N:11]1[CH2:15][CH2:14][CH2:13][CH:12]1[C:16]1[NH:17][C:18]([C:21]2[C:30]3[C:25](=[CH:26][CH:27]=[CH:28][CH:29]=3)[C:24]([C:56]3[CH:57]=[CH:58][C:53]([C:50]4[NH:49][C:48]([CH:44]5[CH2:45][CH2:46][CH2:47][N:43]5[C:41](=[O:42])[CH:37]([NH:36][C:35]([O:34][CH3:33])=[O:68])[CH:38]([CH3:40])[CH3:39])=[N:52][CH:51]=4)=[CH:54][CH:55]=3)=[CH:23][CH:22]=2)=[CH:19][N:20]=1)=[O:10])[CH:6]([CH3:8])[CH3:7]. The yield is 0.210. (2) The reactants are [BH-](OC(C)=O)(OC(C)=O)OC(C)=O.[Na+].[NH2:15][C:16]1[CH:21]=[CH:20][C:19]([C@H:22]2[C@@H:27]([C:28]([O:30][CH2:31][CH3:32])=[O:29])[CH2:26][CH2:25][CH2:24][N:23]2[C:33](=[O:42])[C:34]2[C:39]([CH3:40])=[CH:38][CH:37]=[CH:36][C:35]=2[F:41])=[CH:18][CH:17]=1.[C:43]1(=O)[CH2:47][CH2:46][CH2:45][CH2:44]1. The catalyst is ClC(Cl)C. The product is [CH:43]1([NH:15][C:16]2[CH:21]=[CH:20][C:19]([C@H:22]3[C@@H:27]([C:28]([O:30][CH2:31][CH3:32])=[O:29])[CH2:26][CH2:25][CH2:24][N:23]3[C:33](=[O:42])[C:34]3[C:39]([CH3:40])=[CH:38][CH:37]=[CH:36][C:35]=3[F:41])=[CH:18][CH:17]=2)[CH2:47][CH2:46][CH2:45][CH2:44]1. The yield is 0.900. (3) The reactants are [CH3:1][C:2]1([CH3:16])[C:11]2[C:6](=[CH:7][C:8]([NH:12]C(=O)C)=[CH:9][CH:10]=2)[O:5][CH2:4][CH2:3]1.[OH-].[Na+]. The catalyst is Cl. The product is [CH3:1][C:2]1([CH3:16])[C:11]2[C:6](=[CH:7][C:8]([NH2:12])=[CH:9][CH:10]=2)[O:5][CH2:4][CH2:3]1. The yield is 0.920. (4) The reactants are [C:1]([N:8]1[C:16]2[C:11](=[CH:12][C:13]([CH2:20]Br)=[CH:14][C:15]=2[N+:17]([O-:19])=[O:18])[C:10]([Br:22])=[C:9]1[C:23]1[CH:28]=[CH:27][CH:26]=[CH:25][CH:24]=1)([O:3][C:4]([CH3:7])([CH3:6])[CH3:5])=[O:2].CCN(CC)CC.[O:36]=[S:37]1(=[O:43])[CH2:42][CH2:41][NH:40][CH2:39][CH2:38]1.[NH4+].[Cl-]. The catalyst is C(Cl)Cl. The product is [C:1]([N:8]1[C:16]2[C:11](=[CH:12][C:13]([CH2:20][N:40]3[CH2:41][CH2:42][S:37](=[O:43])(=[O:36])[CH2:38][CH2:39]3)=[CH:14][C:15]=2[N+:17]([O-:19])=[O:18])[C:10]([Br:22])=[C:9]1[C:23]1[CH:24]=[CH:25][CH:26]=[CH:27][CH:28]=1)([O:3][C:4]([CH3:5])([CH3:6])[CH3:7])=[O:2]. The yield is 0.780. (5) No catalyst specified. The reactants are [CH2:1]([O:8][C:9]([NH:11][C:12]1[CH:27]=[CH:26][C:15]([O:16][C:17]2[CH:22]=[CH:21][N:20]=[C:19](C(O)=O)[CH:18]=2)=[CH:14][C:13]=1[F:28])=[O:10])[C:2]1[CH:7]=[CH:6][CH:5]=[CH:4][CH:3]=1.C([N:31]([CH2:34]C)CC)C.C1(P(N=[N+]=[N-])(C2C=CC=CC=2)=[O:43])C=CC=CC=1.C(OCC)(=O)C.[C:59]([OH:63])([CH3:62])([CH3:61])[CH3:60]. The product is [CH2:1]([O:8][C:9]([NH:11][C:12]1[CH:27]=[CH:26][C:15]([O:16][C:17]2[CH:22]=[CH:21][N:20]=[C:19]([NH:31][C:34](=[O:43])[O:63][C:59]([CH3:62])([CH3:61])[CH3:60])[CH:18]=2)=[CH:14][C:13]=1[F:28])=[O:10])[C:2]1[CH:3]=[CH:4][CH:5]=[CH:6][CH:7]=1. The yield is 0.655.